This data is from Forward reaction prediction with 1.9M reactions from USPTO patents (1976-2016). The task is: Predict the product of the given reaction. (1) Given the reactants [NH2:1][C:2]1[CH:7]=[CH:6][C:5]([N:8]2[CH2:13][CH2:12][NH:11][CH:10]([C:14]([N:16]([CH3:18])[CH3:17])=[O:15])[CH2:9]2)=[CH:4][C:3]=1[O:19][CH3:20].Cl[C:22]1[N:27]=[C:26]([C:28]2[N:32]3[CH:33]=[CH:34][CH:35]=[CH:36][C:31]3=[N:30][CH:29]=2)[C:25]([Cl:37])=[CH:24][N:23]=1.CC1(C)C2C=CC=C(P(C3C=CC=CC=3)C3C=CC=CC=3)C=2OC2C1=CC=CC=2P(C1C=CC=CC=1)C1C=CC=CC=1.N12CCCN=C1CCCCC2, predict the reaction product. The product is: [Cl:37][C:25]1[C:26]([C:28]2[N:32]3[CH:33]=[CH:34][CH:35]=[CH:36][C:31]3=[N:30][CH:29]=2)=[N:27][C:22]([NH:1][C:2]2[CH:7]=[CH:6][C:5]([N:8]3[CH2:13][CH2:12][NH:11][CH:10]([C:14]([N:16]([CH3:17])[CH3:18])=[O:15])[CH2:9]3)=[CH:4][C:3]=2[O:19][CH3:20])=[N:23][CH:24]=1. (2) Given the reactants [CH3:1][C:2]1[CH:7]=[C:6]([C:8]([CH3:10])=[O:9])[C:5]([OH:11])=[CH:4][C:3]=1[CH3:12].[CH2:13]([O:20][C:21]1[CH:30]=[C:29]2[C:24]([C:25](Cl)=[CH:26][CH:27]=[N:28]2)=[CH:23][C:22]=1[O:32][CH3:33])[C:14]1[CH:19]=[CH:18][CH:17]=[CH:16][CH:15]=1, predict the reaction product. The product is: [CH2:13]([O:20][C:21]1[CH:30]=[C:29]2[C:24]([C:25]([O:11][C:5]3[CH:4]=[C:3]([CH3:12])[C:2]([CH3:1])=[CH:7][C:6]=3[C:8](=[O:9])[CH3:10])=[CH:26][CH:27]=[N:28]2)=[CH:23][C:22]=1[O:32][CH3:33])[C:14]1[CH:15]=[CH:16][CH:17]=[CH:18][CH:19]=1. (3) Given the reactants [Br:1][C:2]1[CH:3]=[CH:4][C:5]2[N:9]=[N:8][N:7]([CH2:10][C:11]3[CH:12]=[CH:13][C:14]4[N:15]([CH:17]=[C:18]([C:20](O)=[O:21])[N:19]=4)[N:16]=3)[C:6]=2[CH:23]=1.C(N(C(C)C)C(C)C)C.[N-:33]=[N+:34]=[N-:35].[Na+].C1CN([P+](ON2N=NC3C=CC=CC2=3)(N2CCCC2)N2CCCC2)CC1.F[P-](F)(F)(F)(F)F, predict the reaction product. The product is: [Br:1][C:2]1[CH:3]=[CH:4][C:5]2[N:9]=[N:8][N:7]([CH2:10][C:11]3[CH:12]=[CH:13][C:14]4[N:15]([CH:17]=[C:18]([C:20]([N:33]=[N+:34]=[N-:35])=[O:21])[N:19]=4)[N:16]=3)[C:6]=2[CH:23]=1.